This data is from Catalyst prediction with 721,799 reactions and 888 catalyst types from USPTO. The task is: Predict which catalyst facilitates the given reaction. Reactant: Cl[C:2]1[N:9]=[C:8]([C:10]([F:13])([F:12])[F:11])[CH:7]=[CH:6][C:3]=1[C:4]#[N:5].[OH:14][C:15]1[C:16]([O:23][CH3:24])=[C:17]([CH:20]=[CH:21][CH:22]=1)[CH:18]=[O:19].[F-].[K+].[OH-].[Na+]. Product: [CH:18]([C:17]1[C:16]([O:23][CH3:24])=[C:15]([CH:22]=[CH:21][CH:20]=1)[O:14][C:2]1[N:9]=[C:8]([C:10]([F:13])([F:12])[F:11])[CH:7]=[CH:6][C:3]=1[C:4]#[N:5])=[O:19]. The catalyst class is: 3.